The task is: Predict the product of the given reaction.. This data is from Forward reaction prediction with 1.9M reactions from USPTO patents (1976-2016). (1) Given the reactants [O:1]([C:8]1[CH:13]=[CH:12][C:11]([S:14]([NH:17][CH2:18][CH2:19][CH2:20][CH2:21][NH:22][C:23]([P:25]([O:31]C(C)C)([O:27]C(C)C)=[O:26])=[O:24])(=[O:16])=[O:15])=[CH:10][CH:9]=1)[C:2]1[CH:7]=[CH:6][CH:5]=[CH:4][CH:3]=1.C[Si](Br)(C)C.CO, predict the reaction product. The product is: [O:1]([C:8]1[CH:13]=[CH:12][C:11]([S:14]([NH:17][CH2:18][CH2:19][CH2:20][CH2:21][NH:22][C:23]([P:25]([OH:31])([OH:27])=[O:26])=[O:24])(=[O:15])=[O:16])=[CH:10][CH:9]=1)[C:2]1[CH:3]=[CH:4][CH:5]=[CH:6][CH:7]=1. (2) Given the reactants [CH2:1]([O:3][C:4]([C:6]1[C:15](=[O:16])[C:14]2[C:9](=[CH:10][C:11]([Br:18])=[C:12]([CH3:17])[CH:13]=2)[N:8]([CH2:19][C:20]2[C:25]([F:26])=[CH:24][CH:23]=[CH:22][C:21]=2[F:27])[CH:7]=1)=[O:5])[CH3:2].C1C(=O)N([Br:35])C(=O)C1.N(C(C)(C)C#N)=NC(C)(C)C#N.C(OCC)(=O)C, predict the reaction product. The product is: [CH2:1]([O:3][C:4]([C:6]1[C:15](=[O:16])[C:14]2[C:9](=[CH:10][C:11]([Br:18])=[C:12]([CH2:17][Br:35])[CH:13]=2)[N:8]([CH2:19][C:20]2[C:25]([F:26])=[CH:24][CH:23]=[CH:22][C:21]=2[F:27])[CH:7]=1)=[O:5])[CH3:2]. (3) Given the reactants [CH3:1][O:2][C:3]1[CH:8]=[CH:7][CH:6]=[CH:5][C:4]=1[C:9]1[C:13]2[N:14]=[C:15](S(C)(=O)=O)[N:16]=[CH:17][C:12]=2[S:11][C:10]=1[C:22]([O:24][CH3:25])=[O:23].[CH3:26][N:27]1[CH2:32][CH2:31][N:30]([C:33]2[CH:38]=[CH:37][C:36]([NH:39][CH:40]=[O:41])=[C:35]([O:42][CH:43]([CH3:45])[CH3:44])[CH:34]=2)[CH2:29][CH2:28]1.CC(N=P(N1CCCC1)(N1CCCC1)N1CCCC1)(C)C, predict the reaction product. The product is: [CH:40]([N:39]([C:36]1[CH:37]=[CH:38][C:33]([N:30]2[CH2:29][CH2:28][N:27]([CH3:26])[CH2:32][CH2:31]2)=[CH:34][C:35]=1[O:42][CH:43]([CH3:45])[CH3:44])[C:15]1[N:16]=[CH:17][C:12]2[S:11][C:10]([C:22]([O:24][CH3:25])=[O:23])=[C:9]([C:4]3[CH:5]=[CH:6][CH:7]=[CH:8][C:3]=3[O:2][CH3:1])[C:13]=2[N:14]=1)=[O:41]. (4) Given the reactants [O:1]1[C:5]2[CH:6]=[CH:7][C:8]([NH:10][C:11]3[CH:23]=[C:22]([CH2:24][CH2:25][C:26]4[CH:31]=[CH:30][CH:29]=[CH:28][CH:27]=4)[CH:21]=[CH:20][C:12]=3[C:13]([O:15]C(C)(C)C)=[O:14])=[CH:9][C:4]=2[O:3][CH2:2]1, predict the reaction product. The product is: [O:1]1[C:5]2[CH:6]=[CH:7][C:8]([NH:10][C:11]3[CH:23]=[C:22]([CH2:24][CH2:25][C:26]4[CH:27]=[CH:28][CH:29]=[CH:30][CH:31]=4)[CH:21]=[CH:20][C:12]=3[C:13]([OH:15])=[O:14])=[CH:9][C:4]=2[O:3][CH2:2]1. (5) Given the reactants [N:1]1[CH:6]=[CH:5][C:4]([C:7]2[S:11][C:10]([C:12]([OH:14])=O)=[CH:9][CH:8]=2)=[CH:3][CH:2]=1.[CH3:15][C:16]1[CH:21]=[CH:20][C:19]([CH2:22][CH2:23][NH2:24])=[CH:18][CH:17]=1, predict the reaction product. The product is: [CH3:15][C:16]1[CH:21]=[CH:20][C:19]([CH2:22][CH2:23][NH:24][C:12]([C:10]2[S:11][C:7]([C:4]3[CH:3]=[CH:2][N:1]=[CH:6][CH:5]=3)=[CH:8][CH:9]=2)=[O:14])=[CH:18][CH:17]=1. (6) Given the reactants C([C:4]1[CH:9]=[C:8]([O:10][C:11]2[CH:16]=[CH:15][C:14]([NH:17][C:18]([NH:20][C:21](=[O:30])[CH2:22][C:23]3[CH:28]=[CH:27][C:26]([F:29])=[CH:25][CH:24]=3)=[O:19])=[C:13]([Cl:31])[CH:12]=2)[CH:7]=[CH:6][N:5]=1)(=O)N.C[N:33](C=O)C, predict the reaction product. The product is: [NH2:33][C:4]1[CH:9]=[C:8]([O:10][C:11]2[CH:16]=[CH:15][C:14]([NH:17][C:18]([NH:20][C:21](=[O:30])[CH2:22][C:23]3[CH:28]=[CH:27][C:26]([F:29])=[CH:25][CH:24]=3)=[O:19])=[C:13]([Cl:31])[CH:12]=2)[CH:7]=[CH:6][N:5]=1. (7) The product is: [CH3:23][C:2]([S:24][S:25][CH3:26])([CH3:1])[CH2:3][CH2:4][CH2:5][O:6][C:7]1[CH:8]=[C:9]([CH2:18][OH:19])[N:10]=[C:11]([CH2:13][OH:14])[CH:12]=1. Given the reactants [CH3:1][C:2]([S:24][S:25][CH3:26])([CH3:23])[CH2:3][CH2:4][CH2:5][O:6][C:7]1[CH:12]=[C:11]([C:13](OCC)=[O:14])[N:10]=[C:9]([C:18](OCC)=[O:19])[CH:8]=1.[Cl-].[Ca+2].[Cl-].[BH4-].[Na+], predict the reaction product.